This data is from Reaction yield outcomes from USPTO patents with 853,638 reactions. The task is: Predict the reaction yield, written as a fraction of the theoretical maximum amount of product (1.0 means a 100% yield; for example, 0.34 means a 34% yield). (1) The reactants are C([O:5][C:6](=[O:43])[CH2:7][O:8][C:9]1[CH:14]=[CH:13][C:12]([O:15][C:16]2[CH:21]=[CH:20][C:19]([CH2:22][N:23]3[CH2:28][CH2:27][CH:26]([N:29]4[C@H:33]([C:34]5[CH:35]=[C:36]([CH3:40])[CH:37]=[CH:38][CH:39]=5)[CH2:32][NH:31][C:30]4=[O:41])[CH2:25][CH2:24]3)=[C:18]([CH3:42])[N:17]=2)=[CH:11][CH:10]=1)(C)(C)C.C(O)(C(F)(F)F)=O. The catalyst is C(Cl)Cl. The product is [CH3:42][C:18]1[N:17]=[C:16]([O:15][C:12]2[CH:11]=[CH:10][C:9]([O:8][CH2:7][C:6]([OH:43])=[O:5])=[CH:14][CH:13]=2)[CH:21]=[CH:20][C:19]=1[CH2:22][N:23]1[CH2:24][CH2:25][CH:26]([N:29]2[C@H:33]([C:34]3[CH:35]=[C:36]([CH3:40])[CH:37]=[CH:38][CH:39]=3)[CH2:32][NH:31][C:30]2=[O:41])[CH2:27][CH2:28]1. The yield is 0.830. (2) The reactants are [NH2:1][C:2]1[C:6]([C:7]([O:9][CH2:10][CH3:11])=[O:8])=[CH:5][N:4]([C:12]2[CH:17]=[CH:16][CH:15]=[C:14](Br)[CH:13]=2)[N:3]=1.[F:19][C:20]([F:32])([F:31])[O:21][C:22]1[CH:27]=[CH:26][CH:25]=[CH:24][C:23]=1B(O)O.C(=O)([O-])[O-].[Na+].[Na+]. The catalyst is C1(C)C=CC=CC=1.C1C=CC([P]([Pd]([P](C2C=CC=CC=2)(C2C=CC=CC=2)C2C=CC=CC=2)([P](C2C=CC=CC=2)(C2C=CC=CC=2)C2C=CC=CC=2)[P](C2C=CC=CC=2)(C2C=CC=CC=2)C2C=CC=CC=2)(C2C=CC=CC=2)C2C=CC=CC=2)=CC=1. The product is [NH2:1][C:2]1[C:6]([C:7]([O:9][CH2:10][CH3:11])=[O:8])=[CH:5][N:4]([C:12]2[CH:13]=[C:14]([C:23]3[CH:24]=[CH:25][CH:26]=[CH:27][C:22]=3[O:21][C:20]([F:19])([F:32])[F:31])[CH:15]=[CH:16][CH:17]=2)[N:3]=1. The yield is 0.730. (3) The reactants are CO[C:3]([C:5]1[NH:6][N:7]=[C:8]([O:10][CH2:11][C:12]2[C:13]([C:18]3[CH:23]=[CH:22][C:21]([F:24])=[CH:20][N:19]=3)=[N:14][O:15][C:16]=2[CH3:17])[CH:9]=1)=[O:4].[NH2:25][N:26]1[CH2:31][CH2:30][O:29][CH2:28][CH2:27]1. No catalyst specified. The product is [N:26]1([NH:25][C:3]([C:5]2[NH:6][N:7]=[C:8]([O:10][CH2:11][C:12]3[C:13]([C:18]4[CH:23]=[CH:22][C:21]([F:24])=[CH:20][N:19]=4)=[N:14][O:15][C:16]=3[CH3:17])[CH:9]=2)=[O:4])[CH2:31][CH2:30][O:29][CH2:28][CH2:27]1. The yield is 0.940. (4) The reactants are [OH:1][C:2]1[CH:3]=[C:4]([CH2:8][C:9]([OH:11])=O)[CH:5]=[CH:6][CH:7]=1.[F:12][C:13]1[CH:19]=[CH:18][C:16]([NH2:17])=[CH:15][CH:14]=1. No catalyst specified. The product is [F:12][C:13]1[CH:19]=[CH:18][C:16]([NH:17][C:9](=[O:11])[CH2:8][C:4]2[CH:5]=[CH:6][CH:7]=[C:2]([OH:1])[CH:3]=2)=[CH:15][CH:14]=1. The yield is 0.890. (5) The product is [Br:1][C:2]1[C:3]([N:22]2[CH2:27][CH2:26][N:25]([C:40]([O:39][C:36]([CH3:38])([CH3:37])[CH3:35])=[O:41])[CH2:24][CH2:23]2)=[C:4]2[CH:10]=[CH:9][NH:8][C:5]2=[N:6][CH:7]=1. The yield is 0.540. The catalyst is CN1CCCC1=O.C(Cl)Cl.C1COCC1.O.CO. The reactants are [Br:1][C:2]1[C:3](Cl)=[C:4]2[CH:10]=[CH:9][N:8]([Si](C(C)C)(C(C)C)C(C)C)[C:5]2=[N:6][CH:7]=1.[NH:22]1[CH2:27][CH2:26][NH:25][CH2:24][CH2:23]1.C(N(CC)CC)C.[CH3:35][C:36]([O:39][C:40](O[C:40]([O:39][C:36]([CH3:38])([CH3:37])[CH3:35])=[O:41])=[O:41])([CH3:38])[CH3:37].[Li+].[OH-]. (6) The reactants are [F:1][C:2]1[CH:33]=[CH:32][C:5]([C:6]([N:8]([CH3:31])[CH:9]2[CH2:14][CH2:13][N:12]([C:15]3[C:24]4[C:19](=[CH:20][CH:21]=[CH:22][CH:23]=4)[C:18]([C:25]4[N:29]([CH3:30])[N:28]=[CH:27][CH:26]=4)=[N:17][N:16]=3)[CH2:11][CH2:10]2)=[O:7])=[C:4]([C:34]([F:37])([F:36])[F:35])[CH:3]=1.[ClH:38].C(OCC)C. The catalyst is ClCCl. The product is [ClH:38].[F:1][C:2]1[CH:33]=[CH:32][C:5]([C:6]([N:8]([CH3:31])[CH:9]2[CH2:14][CH2:13][N:12]([C:15]3[C:24]4[C:19](=[CH:20][CH:21]=[CH:22][CH:23]=4)[C:18]([C:25]4[N:29]([CH3:30])[N:28]=[CH:27][CH:26]=4)=[N:17][N:16]=3)[CH2:11][CH2:10]2)=[O:7])=[C:4]([C:34]([F:36])([F:37])[F:35])[CH:3]=1. The yield is 0.920. (7) The reactants are [NH2:1][C:2]1[C:7]([Br:8])=[CH:6][CH:5]=[CH:4][N:3]=1.[C:9](OC(=O)C)(=[O:11])[CH3:10]. No catalyst specified. The product is [Br:8][C:7]1[C:2]([NH:1][C:9](=[O:11])[CH3:10])=[N:3][CH:4]=[CH:5][CH:6]=1. The yield is 0.720. (8) The reactants are [C:1]([C:3]1[CH:4]=[C:5]([CH:9]=[CH:10][C:11]=1F)[C:6]([OH:8])=[O:7])#[N:2].O.[NH2:14][NH2:15]. The catalyst is C(O)C. The product is [NH2:2][C:1]1[C:3]2[C:11](=[CH:10][CH:9]=[C:5]([C:6]([OH:8])=[O:7])[CH:4]=2)[NH:15][N:14]=1. The yield is 0.480.